Predict the reaction yield, written as a fraction of the theoretical maximum amount of product (1.0 means a 100% yield; for example, 0.34 means a 34% yield). From a dataset of Reaction yield outcomes from USPTO patents with 853,638 reactions. The reactants are C([Li])CCC.[F:6][C:7]([F:19])([F:18])[C:8]([C:14]([F:17])([F:16])[F:15])([OH:13])[CH2:9][CH2:10][CH2:11][OH:12].[C:20](Cl)(=[O:24])[C:21]([CH3:23])=[CH2:22]. The catalyst is C1COCC1.C(OCC)C. The product is [C:20]([O:12][CH2:11][CH2:10][CH2:9][C:8]([C:14]([F:15])([F:16])[F:17])([OH:13])[C:7]([F:18])([F:19])[F:6])(=[O:24])[C:21]([CH3:23])=[CH2:22]. The yield is 0.790.